This data is from Catalyst prediction with 721,799 reactions and 888 catalyst types from USPTO. The task is: Predict which catalyst facilitates the given reaction. (1) Reactant: [F:1][C:2]([F:26])([F:25])[O:3][C:4]1[CH:5]=[C:6]([NH:10][C:11]([C:13]2[CH:14]=[C:15]3[C:20](=[CH:21][CH:22]=2)[C:19]([Cl:23])=[N:18][N:17]=[C:16]3Cl)=[O:12])[CH:7]=[CH:8][CH:9]=1.[OH-].[Na+].[O:29]1CCOCC1.Cl. Product: [F:1][C:2]([F:26])([F:25])[O:3][C:4]1[CH:5]=[C:6]([NH:10][C:11]([C:13]2[CH:14]=[C:15]3[C:20](=[CH:21][CH:22]=2)[C:19]([Cl:23])=[N:18][NH:17][C:16]3=[O:29])=[O:12])[CH:7]=[CH:8][CH:9]=1. The catalyst class is: 6. (2) Reactant: [Cl:1][C:2]1[CH:10]=[CH:9][CH:8]=[C:7]2[C:3]=1[CH:4]=[CH:5][NH:6]2.ClCC[CH:14]([C:18]([O-:20])=O)[C:15]([O-:17])=O.[CH:21]1([CH2:28][NH2:29])[CH2:27][CH2:26][CH2:25][CH2:24][CH2:23][CH2:22]1.[BH4-].[Na+].Cl.[CH3:33][OH:34]. Product: [Cl:1][C:2]1[CH:10]=[CH:9][CH:8]=[C:7]2[C:3]=1[C:4]([C:33]([NH:29][CH2:28][CH:21]1[CH2:27][CH2:26][CH2:25][CH2:24][CH2:23][CH2:22]1)=[O:34])=[CH:5][N:6]2[CH:14]([CH2:15][OH:17])[CH2:18][OH:20]. The catalyst class is: 6.